From a dataset of Reaction yield outcomes from USPTO patents with 853,638 reactions. Predict the reaction yield, written as a fraction of the theoretical maximum amount of product (1.0 means a 100% yield; for example, 0.34 means a 34% yield). (1) The reactants are [CH2:1]([O:3][CH:4]([O:8][CH2:9][CH3:10])[C@@H:5]([NH2:7])[CH3:6])[CH3:2].[N:11]1[S:12][N:13]=[C:14]2[C:19]([CH:20]=O)=[CH:18][CH:17]=[CH:16][C:15]=12. No catalyst specified. The product is [N:11]1[S:12][N:13]=[C:14]2[C:19]([CH2:20][NH:7][C@@H:5]([CH3:6])[CH:4]([O:8][CH2:9][CH3:10])[O:3][CH2:1][CH3:2])=[CH:18][CH:17]=[CH:16][C:15]=12. The yield is 0.950. (2) The reactants are [Br:1][C:2]1[CH:16]=[C:15](/[CH:17]=[CH:18]/[CH:19]([C:24]2[CH:29]=[C:28]([Cl:30])[C:27]([Cl:31])=[C:26]([Cl:32])[CH:25]=2)[C:20]([F:23])([F:22])[F:21])[CH:14]=[CH:13][C:3]=1[C:4]([NH:6][CH:7]1[CH2:12][CH2:11][NH:10][CH2:9][CH2:8]1)=[O:5].FC(F)(F)S(O[CH2:39][C:40]([F:43])([F:42])[F:41])(=O)=O. The catalyst is C1COCC1.C(OCC)(=O)C. The product is [Br:1][C:2]1[CH:16]=[C:15](/[CH:17]=[CH:18]/[CH:19]([C:24]2[CH:25]=[C:26]([Cl:32])[C:27]([Cl:31])=[C:28]([Cl:30])[CH:29]=2)[C:20]([F:23])([F:21])[F:22])[CH:14]=[CH:13][C:3]=1[C:4]([NH:6][CH:7]1[CH2:12][CH2:11][N:10]([CH2:39][C:40]([F:43])([F:42])[F:41])[CH2:9][CH2:8]1)=[O:5]. The yield is 0.440. (3) The reactants are C[O:2][C:3]([C:5]1([C:8]2[CH:9]=[C:10]3[C:15](=[CH:16][CH:17]=2)[O:14][CH2:13][CH2:12][CH2:11]3)[CH2:7][CH2:6]1)=[O:4].O[Li].[OH2:20].[CH3:21][OH:22]. The catalyst is O. The product is [OH:20][C:11]1([O:22][CH3:21])[C:10]2[C:15](=[CH:16][CH:17]=[C:8]([C:5]3([C:3]([OH:2])=[O:4])[CH2:7][CH2:6]3)[CH:9]=2)[O:14][CH2:13][CH2:12]1. The yield is 0.760. (4) The reactants are ClC(Cl)(Cl)CO[C:5]([C@@H:7]1[CH2:12][CH2:11][CH2:10][N:9]([C:13](=[O:45])[C@@H:14]([NH:30][C:31](=[O:44])[C@@H:32]([NH:36][C:37]([O:39][C:40]([CH3:43])([CH3:42])[CH3:41])=[O:38])[CH:33]([CH3:35])[CH3:34])[CH2:15][C:16]2[CH:21]=[CH:20][CH:19]=[C:18]([O:22][Si:23]([C:26]([CH3:29])([CH3:28])[CH3:27])([CH3:25])[CH3:24])[CH:17]=2)[NH:8]1)=[O:6].C(=O)(O)[O-].[Na+].[I:53][C:54]1[CH:55]=[C:56]([CH:59]=[CH:60][CH:61]=1)[CH2:57][NH2:58].C(OCC)(=O)C. The catalyst is O1CCCC1. The product is [C:40]([O:39][C:37](=[O:38])[NH:36][C@H:32]([C:31](=[O:44])[NH:30][C@@H:14]([CH2:15][C:16]1[CH:21]=[CH:20][CH:19]=[C:18]([O:22][Si:23]([C:26]([CH3:28])([CH3:27])[CH3:29])([CH3:25])[CH3:24])[CH:17]=1)[C:13]([N:9]1[CH2:10][CH2:11][CH2:12][C@@H:7]([C:5](=[O:6])[NH:58][CH2:57][C:56]2[CH:59]=[CH:60][CH:61]=[C:54]([I:53])[CH:55]=2)[NH:8]1)=[O:45])[CH:33]([CH3:34])[CH3:35])([CH3:41])([CH3:43])[CH3:42]. The yield is 0.340. (5) The reactants are [Cl:1][C:2]1[CH:28]=[C:27]([Cl:29])[CH:26]=[CH:25][C:3]=1[CH2:4][O:5][C:6]1[C:11]([CH3:12])=[C:10]([O:13][CH2:14][CH2:15][O:16][CH3:17])[CH:9]=[CH:8][C:7]=1/[CH:18]=[CH:19]/[C:20]([O:22]CC)=[O:21].[OH-].[Na+].Cl. The catalyst is O1CCCC1.C(O)C. The product is [Cl:1][C:2]1[CH:28]=[C:27]([Cl:29])[CH:26]=[CH:25][C:3]=1[CH2:4][O:5][C:6]1[C:11]([CH3:12])=[C:10]([O:13][CH2:14][CH2:15][O:16][CH3:17])[CH:9]=[CH:8][C:7]=1/[CH:18]=[CH:19]/[C:20]([OH:22])=[O:21]. The yield is 0.240.